From a dataset of Forward reaction prediction with 1.9M reactions from USPTO patents (1976-2016). Predict the product of the given reaction. (1) Given the reactants [CH3:1][O:2][CH2:3][CH2:4][NH:5][CH3:6].Cl[CH2:8][C:9]1[CH:39]=[CH:38][C:12]([C:13]([NH:15][C:16]2[S:17][C:18]3[C:24]([C:25]4[N:26]=[C:27]([N:30]5[CH2:35][CH2:34][O:33][CH2:32][CH2:31]5)[S:28][CH:29]=4)=[CH:23][CH:22]=[C:21]([O:36][CH3:37])[C:19]=3[N:20]=2)=[O:14])=[CH:11][CH:10]=1, predict the reaction product. The product is: [CH3:1][O:2][CH2:3][CH2:4][N:5]([CH2:8][C:9]1[CH:10]=[CH:11][C:12]([C:13]([NH:15][C:16]2[S:17][C:18]3[C:24]([C:25]4[N:26]=[C:27]([N:30]5[CH2:31][CH2:32][O:33][CH2:34][CH2:35]5)[S:28][CH:29]=4)=[CH:23][CH:22]=[C:21]([O:36][CH3:37])[C:19]=3[N:20]=2)=[O:14])=[CH:38][CH:39]=1)[CH3:6]. (2) Given the reactants [N+:1]([C:4]1[CH:5]=[N:6][S:7][C:8]=1[N:9]1[CH2:14][CH2:13][CH2:12][C@H:11]([NH:15][C:16](=[O:22])[O:17][C:18]([CH3:21])([CH3:20])[CH3:19])[CH2:10]1)([O-])=O.[In].[NH4+].[Cl-].N#N, predict the reaction product. The product is: [NH2:1][C:4]1[CH:5]=[N:6][S:7][C:8]=1[N:9]1[CH2:14][CH2:13][CH2:12][C@H:11]([NH:15][C:16](=[O:22])[O:17][C:18]([CH3:20])([CH3:19])[CH3:21])[CH2:10]1. (3) Given the reactants [NH:1]1[CH:5]=[CH:4][CH:3]=[N:2]1.[CH2:6]([O:8][C:9]([C:11]1[N:12]=[C:13]2[CH:18]=[CH:17][C:16](I)=[CH:15][N:14]2[CH:20]=1)=[O:10])[CH3:7].C([O-])([O-])=O.[Cs+].[Cs+], predict the reaction product. The product is: [CH2:6]([O:8][C:9]([C:11]1[N:12]=[C:13]2[CH:18]=[CH:17][C:16]([N:1]3[CH:5]=[CH:4][CH:3]=[N:2]3)=[CH:15][N:14]2[CH:20]=1)=[O:10])[CH3:7]. (4) The product is: [Cl:25][C:6]1[CH:5]=[C:4]([CH2:3][OH:2])[CH:9]=[CH:8][C:7]=1[CH:10]([CH3:24])[C:11]([C:17]1[CH:22]=[CH:21][N:20]=[C:19]([Cl:23])[CH:18]=1)([OH:16])[C:12]([F:15])([F:14])[F:13]. Given the reactants C[O:2][C:3](=O)[C:4]1[CH:9]=[CH:8][C:7]([CH:10]([CH3:24])[C:11]([C:17]2[CH:22]=[CH:21][N:20]=[C:19]([Cl:23])[CH:18]=2)([OH:16])[C:12]([F:15])([F:14])[F:13])=[C:6]([Cl:25])[CH:5]=1.CC(C[AlH]CC(C)C)C, predict the reaction product. (5) Given the reactants [Cl:1][C:2]1[N:10]=[C:9]2[C:5]([N:6]=[CH:7][N:8]2[CH:11]2[CH2:15][CH2:14][O:13][CH2:12]2)=[C:4](Cl)[N:3]=1.[CH2:17]([NH2:20])[CH2:18][CH3:19], predict the reaction product. The product is: [Cl:1][C:2]1[N:10]=[C:9]2[C:5]([N:6]=[CH:7][N:8]2[CH:11]2[CH2:15][CH2:14][O:13][CH2:12]2)=[C:4]([NH:20][CH2:17][CH2:18][CH3:19])[N:3]=1. (6) The product is: [CH2:24]([C:5]1[N:6]([CH2:9][C:10]2[CH:15]=[CH:14][C:13]([C:16]3[C:17]([C:22]#[N:23])=[CH:18][CH:19]=[CH:20][CH:21]=3)=[CH:12][CH:11]=2)[C:7](=[O:8])[C:2]([C:34]2[S:35][CH:36]=[CH:37][CH:38]=2)=[C:3]([CH3:28])[N:4]=1)[CH2:25][CH2:26][CH3:27]. Given the reactants Br[C:2]1[C:7](=[O:8])[N:6]([CH2:9][C:10]2[CH:15]=[CH:14][C:13]([C:16]3[C:17]([C:22]#[N:23])=[CH:18][CH:19]=[CH:20][CH:21]=3)=[CH:12][CH:11]=2)[C:5]([CH2:24][CH2:25][CH2:26][CH3:27])=[N:4][C:3]=1[CH3:28].C([Sn](CCCC)(CCCC)[C:34]1[S:35][CH:36]=[CH:37][CH:38]=1)CCC.[Cl-].[Li+].[F-].[K+], predict the reaction product.